The task is: Regression. Given two drug SMILES strings and cell line genomic features, predict the synergy score measuring deviation from expected non-interaction effect.. This data is from NCI-60 drug combinations with 297,098 pairs across 59 cell lines. (1) Drug 1: CN1CCC(CC1)COC2=C(C=C3C(=C2)N=CN=C3NC4=C(C=C(C=C4)Br)F)OC. Drug 2: CC1=C(C=C(C=C1)C(=O)NC2=CC(=CC(=C2)C(F)(F)F)N3C=C(N=C3)C)NC4=NC=CC(=N4)C5=CN=CC=C5. Cell line: HOP-92. Synergy scores: CSS=12.9, Synergy_ZIP=-2.93, Synergy_Bliss=1.50, Synergy_Loewe=2.00, Synergy_HSA=2.42. (2) Drug 1: C1C(C(OC1N2C=NC3=C(N=C(N=C32)Cl)N)CO)O. Drug 2: CC(C)(C#N)C1=CC(=CC(=C1)CN2C=NC=N2)C(C)(C)C#N. Cell line: KM12. Synergy scores: CSS=29.8, Synergy_ZIP=-8.18, Synergy_Bliss=-0.211, Synergy_Loewe=-6.74, Synergy_HSA=-0.681. (3) Cell line: K-562. Synergy scores: CSS=40.6, Synergy_ZIP=-12.4, Synergy_Bliss=-22.0, Synergy_Loewe=-19.0, Synergy_HSA=-18.1. Drug 2: C#CCC(CC1=CN=C2C(=N1)C(=NC(=N2)N)N)C3=CC=C(C=C3)C(=O)NC(CCC(=O)O)C(=O)O. Drug 1: C1=CC(=C2C(=C1NCCNCCO)C(=O)C3=C(C=CC(=C3C2=O)O)O)NCCNCCO. (4) Drug 1: C1=NC2=C(N1)C(=S)N=C(N2)N. Drug 2: C1C(C(OC1N2C=NC3=C2NC=NCC3O)CO)O. Cell line: HOP-92. Synergy scores: CSS=29.3, Synergy_ZIP=-8.87, Synergy_Bliss=-0.690, Synergy_Loewe=-4.67, Synergy_HSA=0.0935. (5) Drug 1: C1=CC(=CC=C1C#N)C(C2=CC=C(C=C2)C#N)N3C=NC=N3. Drug 2: C1C(C(OC1N2C=NC3=C(N=C(N=C32)Cl)N)CO)O. Cell line: MCF7. Synergy scores: CSS=-0.982, Synergy_ZIP=0.878, Synergy_Bliss=-0.000219, Synergy_Loewe=-6.38, Synergy_HSA=-5.78.